This data is from Peptide-MHC class I binding affinity with 185,985 pairs from IEDB/IMGT. The task is: Regression. Given a peptide amino acid sequence and an MHC pseudo amino acid sequence, predict their binding affinity value. This is MHC class I binding data. The peptide sequence is SIHLTKTDKK. The MHC is HLA-A03:01 with pseudo-sequence HLA-A03:01. The binding affinity (normalized) is 0.518.